The task is: Regression. Given a peptide amino acid sequence and an MHC pseudo amino acid sequence, predict their binding affinity value. This is MHC class I binding data.. This data is from Peptide-MHC class I binding affinity with 185,985 pairs from IEDB/IMGT. (1) The peptide sequence is DRLFFKCIYR. The MHC is HLA-A68:01 with pseudo-sequence HLA-A68:01. The binding affinity (normalized) is 0.709. (2) The peptide sequence is VPRPCQKSL. The MHC is HLA-B46:01 with pseudo-sequence HLA-B46:01. The binding affinity (normalized) is 0.0847. (3) The peptide sequence is FSNCRTLLSR. The MHC is Mamu-B8301 with pseudo-sequence Mamu-B8301. The binding affinity (normalized) is 0.990. (4) The binding affinity (normalized) is 0.232. The MHC is HLA-A30:01 with pseudo-sequence HLA-A30:01. The peptide sequence is RVGLYGLLFY.